From a dataset of Catalyst prediction with 721,799 reactions and 888 catalyst types from USPTO. Predict which catalyst facilitates the given reaction. (1) Reactant: [Cl:1][C:2]1[CH:9]=[CH:8][C:5]([CH:6]=O)=[CH:4][CH:3]=1.[CH3:10][C:11]([CH3:13])=[O:12].[OH-].[Na+].O. Product: [Cl:1][C:2]1[CH:9]=[CH:8][C:5]([CH:6]=[CH:10][C:11](=[O:12])[CH:13]=[CH:6][C:5]2[CH:8]=[CH:9][C:2]([Cl:1])=[CH:3][CH:4]=2)=[CH:4][CH:3]=1. The catalyst class is: 8. (2) Product: [CH3:5][O:6][C:7]([C:9]1[O:18][C:12]2=[N:13][CH:14]=[CH:15][C:16]([Cl:3])=[C:11]2[CH:10]=1)=[O:8]. Reactant: S(Cl)([Cl:3])=O.[CH3:5][O:6][C:7]([C:9]1[O:18][C:12]2[NH:13][CH:14]=[CH:15][C:16](=O)[C:11]=2[CH:10]=1)=[O:8]. The catalyst class is: 9. (3) Reactant: [C:1]([C:5]1[CH:6]=[C:7]([CH:10]=[C:11]([C:14]([CH3:17])([CH3:16])[CH3:15])[C:12]=1[OH:13])[CH:8]=[O:9])([CH3:4])([CH3:3])[CH3:2].C(N(CC)C(C)C)(C)C.Cl[CH2:28][O:29][CH2:30]OCOCCl.OC1C=CC=CC=1C=O. Product: [CH3:28][O:29][CH2:30][O:13][C:12]1[C:5]([C:1]([CH3:4])([CH3:3])[CH3:2])=[CH:6][C:7]([CH:8]=[O:9])=[CH:10][C:11]=1[C:14]([CH3:17])([CH3:16])[CH3:15]. The catalyst class is: 26. (4) Reactant: [Cl-:1].[CH2:2]([N+:4]([CH2:11][CH3:12])([CH2:8][CH:9]=[CH2:10])[CH2:5][CH:6]=[CH2:7])[CH3:3].[C:13]([NH2:17])(=[O:16])[CH:14]=[CH2:15].[C:18]([OH:22])(=[O:21])[CH:19]=[CH2:20].[OH-].[Na+].S(OOS([O-])(=O)=O)([O-])(=O)=O.[Na+].[Na+].S(=O)(O)[O-].[Na+]. Product: [C:18]([OH:22])(=[O:21])[CH:19]=[CH2:20].[Cl-:1].[CH2:11]([N+:4]([CH2:2][CH3:3])([CH2:8][CH:9]=[CH2:10])[CH2:5][CH:6]=[CH2:7])[CH3:12].[C:13]([NH2:17])(=[O:16])[CH:14]=[CH2:15]. The catalyst class is: 6. (5) Reactant: [C:1]([O:5][C:6]([N:8]1[CH2:12][CH2:11][C@H:10]([O:13][Si:14]([C:17]([CH3:20])([CH3:19])[CH3:18])([CH3:16])[CH3:15])[C@@H:9]1[CH:21](O)[CH3:22])=[O:7])([CH3:4])([CH3:3])[CH3:2].Cl.[NH2:25][OH:26].N1C=CC=CC=1. Product: [C:1]([O:5][C:6]([N:8]1[CH2:12][CH2:11][C@H:10]([O:13][Si:14]([C:17]([CH3:20])([CH3:19])[CH3:18])([CH3:16])[CH3:15])[C@H:9]1[C:21](=[N:25][OH:26])[CH3:22])=[O:7])([CH3:4])([CH3:3])[CH3:2]. The catalyst class is: 24. (6) Reactant: C(OC([N:8]1[CH2:11][CH:10]([N:12]2[CH2:17][CH2:16][N:15]([CH3:18])[C:14](=[O:19])[CH2:13]2)[CH2:9]1)=O)(C)(C)C.C(O)(C(F)(F)F)=O. Product: [NH:8]1[CH2:9][CH:10]([N:12]2[CH2:17][CH2:16][N:15]([CH3:18])[C:14](=[O:19])[CH2:13]2)[CH2:11]1. The catalyst class is: 2. (7) Reactant: [CH2:1]1[O:5][C@@H:4]2[C@H:6]([OH:9])[CH2:7][O:8][C@@H:3]2[C@@H:2]1[OH:10].[C:24]1(P([C:24]2[CH:29]=[CH:28][CH:27]=[CH:26][CH:25]=2)[C:24]2[CH:29]=[CH:28][CH:27]=[CH:26][CH:25]=2)[CH:29]=[CH:28][CH:27]=[CH:26][CH:25]=1.[C:30]([OH:38])(=O)[C:31]1[CH:36]=[CH:35][CH:34]=[CH:33][CH:32]=1.N(C(OC(C)C)=O)=N[C:41](OC(C)C)=[O:42]. Product: [C:30]([O:10][C@H:2]1[CH2:1][O:5][C@@H:4]2[C@@H:6]([O:9][C:41](=[O:42])[C:24]3[CH:25]=[CH:26][CH:27]=[CH:28][CH:29]=3)[CH2:7][O:8][C@H:3]12)(=[O:38])[C:31]1[CH:36]=[CH:35][CH:34]=[CH:33][CH:32]=1. The catalyst class is: 1. (8) Reactant: C[Mg]Br.CO[C:6]1C=[CH:10][N:9]=[C:8]([C:12]#N)[CH:7]=1.[OH2:14].[C:15]([O:18][CH2:19][CH3:20])(=O)C. Product: [CH3:15][O:18][C:19]1[CH:20]=[CH:10][N:9]=[C:8]([C:7](=[O:14])[CH3:6])[CH:12]=1. The catalyst class is: 7. (9) The catalyst class is: 10. Reactant: [OH:1][C:2]1[CH:11]=[CH:10][C:5]([C:6]([O:8][CH3:9])=[O:7])=[CH:4][CH:3]=1.C(=O)([O-])[O-].[K+].[K+].Br[CH2:19][C:20]1[CH:25]=[CH:24][CH:23]=[C:22]([F:26])[CH:21]=1.O. Product: [F:26][C:22]1[CH:21]=[C:20]([CH:25]=[CH:24][CH:23]=1)[CH2:19][O:1][C:2]1[CH:3]=[CH:4][C:5]([C:6]([O:8][CH3:9])=[O:7])=[CH:10][CH:11]=1. (10) Reactant: [OH:1][C:2]1[CH:3]=[C:4]([CH2:10][OH:11])[CH:5]=[C:6]([CH2:8][OH:9])[CH:7]=1.Br[CH2:13][CH2:14][CH2:15][CH2:16][N:17]1[C:25](=[O:26])[C:24]2[C:19](=[CH:20][CH:21]=[CH:22][CH:23]=2)[C:18]1=[O:27].C(=O)([O-])[O-].[K+].[K+]. Product: [OH:9][CH2:8][C:6]1[CH:7]=[C:2]([CH:3]=[C:4]([CH2:10][OH:11])[CH:5]=1)[O:1][CH2:13][CH2:14][CH2:15][CH2:16][N:17]1[C:25](=[O:26])[C:24]2[C:19](=[CH:20][CH:21]=[CH:22][CH:23]=2)[C:18]1=[O:27]. The catalyst class is: 10.